From a dataset of CYP2C19 inhibition data for predicting drug metabolism from PubChem BioAssay. Regression/Classification. Given a drug SMILES string, predict its absorption, distribution, metabolism, or excretion properties. Task type varies by dataset: regression for continuous measurements (e.g., permeability, clearance, half-life) or binary classification for categorical outcomes (e.g., BBB penetration, CYP inhibition). Dataset: cyp2c19_veith. (1) The compound is CC(C)CN1CCC2(CC1)CCN(S(=O)(=O)c1ccccc1)CC2. The result is 0 (non-inhibitor). (2) The molecule is O=C1OC(c2ccc(O)c(-c3ccccc3)c2)(c2ccc(O)c(-c3ccccc3)c2)c2c(Cl)c(Cl)c(Cl)c(Cl)c21. The result is 0 (non-inhibitor). (3) The molecule is O=C(COC(=O)c1cccc(S(=O)(=O)N2CCOCC2)c1)Nc1nc(-c2ccccc2Cl)cs1. The result is 1 (inhibitor). (4) The compound is Cc1ccccc1CSc1nccn1-c1ccccc1. The result is 1 (inhibitor). (5) The compound is NCCCP(=O)(O)CC1CCCCC1. The result is 0 (non-inhibitor). (6) The result is 0 (non-inhibitor). The drug is Cc1ccc(S(N)(=O)=O)cc1NC(=O)/C=C/c1cccs1.